Dataset: Catalyst prediction with 721,799 reactions and 888 catalyst types from USPTO. Task: Predict which catalyst facilitates the given reaction. (1) Reactant: C(OC([N:8]1[CH2:13][CH2:12][CH:11]([O:14][CH3:15])[CH:10]([C:16]([F:19])([F:18])[F:17])[CH2:9]1)=O)(C)(C)C.[ClH:20]. Product: [ClH:20].[CH3:15][O:14][CH:11]1[CH2:12][CH2:13][NH:8][CH2:9][CH:10]1[C:16]([F:19])([F:17])[F:18]. The catalyst class is: 12. (2) Reactant: [CH3:1][C:2]1[N:7]=[C:6]([NH:8][CH2:9][C:10]2[S:14][C:13]([C:15]([NH2:17])=O)=[N:12][N:11]=2)[CH:5]=[C:4]([O:18][CH2:19][C@H:20]2[CH2:22][C@@H:21]2[C:23]2[CH:28]=[CH:27][C:26]([CH3:29])=[CH:25][N:24]=2)[N:3]=1.CCN(CC)CC.C(OC(C(F)(F)F)=O)(C(F)(F)F)=O. Product: [CH3:1][C:2]1[N:7]=[C:6]([NH:8][CH2:9][C:10]2[S:14][C:13]([C:15]#[N:17])=[N:12][N:11]=2)[CH:5]=[C:4]([O:18][CH2:19][C@H:20]2[CH2:22][C@@H:21]2[C:23]2[CH:28]=[CH:27][C:26]([CH3:29])=[CH:25][N:24]=2)[N:3]=1. The catalyst class is: 1.